From a dataset of Reaction yield outcomes from USPTO patents with 853,638 reactions. Predict the reaction yield, written as a fraction of the theoretical maximum amount of product (1.0 means a 100% yield; for example, 0.34 means a 34% yield). (1) The product is [F:20][C:21]1[CH:26]=[C:25]([F:27])[CH:24]=[CH:23][C:22]=1[C:28]1[N:29]=[C:30]2[C:35]([CH3:36])=[N:34][CH:33]=[CH:32][N:31]2[C:37]=1[C:39]1[CH:44]=[CH:43][N:42]=[C:41]([S:45][CH3:46])[N:40]=1. The reactants are C1C=CC(P(C2C=CC=CC=2)C2C=CC=CC=2)=CC=1.[F:20][C:21]1[CH:26]=[C:25]([F:27])[CH:24]=[CH:23][C:22]=1[C:28]1[N:29]=[C:30]2[C:35]([CH3:36])=[N:34][CH:33]=[CH:32][N:31]2[CH:37]=1.I[C:39]1[CH:44]=[CH:43][N:42]=[C:41]([S:45][CH3:46])[N:40]=1. The catalyst is CN(C=O)C.CC([O-])=O.CC([O-])=O.[Pd+2]. The yield is 0.380. (2) The reactants are Cl.[Cl:2][C:3]1[C:4]([CH3:43])=[C:5]([S:9]([NH:12][C:13]2[CH:18]=[CH:17][C:16]([F:19])=[C:15]([NH:20][C:21]3[C:26]([C:27]4[N:35]=[CH:34][N:33]=[C:32]5[C:28]=4[N:29]=[CH:30][N:31]5C4CCCCO4)=[CH:25][CH:24]=[CH:23][N:22]=3)[C:14]=2[F:42])(=[O:11])=[O:10])[CH:6]=[CH:7][CH:8]=1. No catalyst specified. The product is [N:35]1[C:27]([C:26]2[C:21]([NH:20][C:15]3[C:14]([F:42])=[C:13]([NH:12][S:9]([C:5]4[CH:6]=[CH:7][CH:8]=[C:3]([Cl:2])[C:4]=4[CH3:43])(=[O:11])=[O:10])[CH:18]=[CH:17][C:16]=3[F:19])=[N:22][CH:23]=[CH:24][CH:25]=2)=[C:28]2[C:32]([NH:31][CH:30]=[N:29]2)=[N:33][CH:34]=1. The yield is 0.860. (3) The product is [N+:1]([C:4]1[CH:8]=[CH:7][N:6]([CH2:12][CH:13]([CH3:15])[CH3:14])[N:5]=1)([O-:3])=[O:2]. The catalyst is CN(C)C=O.C(OCC)(=O)C. The reactants are [N+:1]([C:4]1[CH:8]=[CH:7][NH:6][N:5]=1)([O-:3])=[O:2].[H-].[Na+].Br[CH2:12][CH:13]([CH3:15])[CH3:14]. The yield is 0.460. (4) The catalyst is S(=O)(=O)(O)O. The product is [N+:11]([C:6]1[CH:5]=[C:4]2[C:9](=[CH:8][CH:7]=1)[NH:1][C:2](=[O:10])[CH2:3]2)([O-:13])=[O:12]. The reactants are [NH:1]1[C:9]2[C:4](=[CH:5][CH:6]=[CH:7][CH:8]=2)[CH2:3][C:2]1=[O:10].[N+:11]([O-])([OH:13])=[O:12]. The yield is 0.700. (5) The reactants are [OH:1][C:2]1[CH:11]=[CH:10][C:5]([C:6]([NH:8][NH2:9])=[O:7])=[CH:4][CH:3]=1.[CH:12](=O)[C:13]1[CH:18]=[CH:17][CH:16]=[CH:15][CH:14]=1. The catalyst is C(O)(=O)C.CCO. The product is [CH:12](=[N:9][NH:8][C:6](=[O:7])[C:5]1[CH:10]=[CH:11][C:2]([OH:1])=[CH:3][CH:4]=1)[C:13]1[CH:18]=[CH:17][CH:16]=[CH:15][CH:14]=1. The yield is 0.860.